From a dataset of Forward reaction prediction with 1.9M reactions from USPTO patents (1976-2016). Predict the product of the given reaction. Given the reactants [Cl:1][C:2]1[CH:3]=[C:4]([C:9]2[N:13]([CH2:14][C:15]3[CH:23]=[CH:22][C:18]([C:19](O)=[O:20])=[CH:17][CH:16]=3)[N:12]=[C:11]([C:24]3[CH:29]=[CH:28][C:27]([O:30][CH3:31])=[CH:26][CH:25]=3)[CH:10]=2)[CH:5]=[C:6]([Cl:8])[CH:7]=1.O[N:33]1[C:37]2[N:38]=CC=CC=2[N:35]=[N:34]1.C([N:45](CC)C(C)C)(C)C.Cl.CN(C)CCCN=C=NCC.NC1NN=NN=1.F[P-](F)(F)(F)(F)F.Br[P+](N1CCCC1)(N1CCCC1)N1CCCC1, predict the reaction product. The product is: [Cl:1][C:2]1[CH:3]=[C:4]([C:9]2[N:13]([CH2:14][C:15]3[CH:23]=[CH:22][C:18]([C:19]([NH:45][C:37]4[NH:38][N:35]=[N:34][N:33]=4)=[O:20])=[CH:17][CH:16]=3)[N:12]=[C:11]([C:24]3[CH:25]=[CH:26][C:27]([O:30][CH3:31])=[CH:28][CH:29]=3)[CH:10]=2)[CH:5]=[C:6]([Cl:8])[CH:7]=1.